From a dataset of Experimentally validated miRNA-target interactions with 360,000+ pairs, plus equal number of negative samples. Binary Classification. Given a miRNA mature sequence and a target amino acid sequence, predict their likelihood of interaction. (1) The miRNA is mmu-miR-1897-5p with sequence CUUUGGAUGGAGAAAGAGGGGG. The protein sequence of the target gene is MGGKQSTAARSRGPFPGVSTDDSAVPPPGGAPHFGHYRTGGGAMGLRSRSVSSVAGMGMDPSTAGGVPFSLYTPASRGTGDSERAPGGGGSTSDSTYAHGNGYQETGGGHHRDGMLYLGSRASLADALPLHIAPRWFSSHSGFKCPICSKSVASDEMEMHFIMCLSKPRLSYNDDVLTKDAGECVICLEELLQGDTIARLPCLCIYHKSCIDSWFEVNRSCPEHPAD. Result: 1 (interaction). (2) The miRNA is hsa-miR-6888-5p with sequence AAGGAGAUGCUCAGGCAGAU. The protein sequence of the target gene is MANNSPALTGNSQPQHQAAAAVTQQQQQCGGGGGATKPAVSGKQGNVLPLWGNEKTMNLNPMILTNILSSPYFKVQLYELKTYHEVVDEIYFKVTHVEPWEKGSRKTAGQTGMCGGVRGVGTGGIVSTAFCLLYKLFTLKLTRKQVMGLITHTDSPYIRALGFMYIRYTQPPTDLWDWFESFLDDEEDLDVKAGGGCVMTIGEMLRSFLTKLEWFSTLFPRIPVPVQKNIDQQIKTRPRKIKKDGKEGIEEIDRHVERRRSRSPRRSLSPRRSPRRSRSRSHHREGHGSSSFDRELEREK.... Result: 0 (no interaction). (3) The miRNA is hsa-miR-199a-3p with sequence ACAGUAGUCUGCACAUUGGUUA. The protein sequence of the target gene is MSTQDERQINTEYAVSLLEQLKLFYEQQLFTDIVLIVEGTEFPCHKMVLATCSSYFRAMFMSGLSESKQTHVHLRNVDAATLQIIITYAYTGNLAMNDSTVEQLYETACFLQVEDVLQRCREYLIKKINAENCVRLLSFADLFSCEELKQSAKRMVEHKFTAVYHQDAFMQLSHDLLIDILSSDNLNVEKEETVREAAMLWLEYNTESRSQYLSSVLSQIRIDALSEVTQRAWFQGLPPNDKSVVVQGLYKSMPKFFKPRLGMTKEEMMIFIEASSENPCSLYSSVCYSPQAEKVYKLCS.... Result: 0 (no interaction). (4) The miRNA is hsa-miR-6793-3p with sequence UCCCCAACCCCUGCCCGCAG. The protein sequence of the target gene is MSWGTELWDQFDSLDKHTQWGIDFLERYAKFVKERIEIEQNYAKQLRNLVKKYCPKRSSKDEEPRFTSCVAFFNILNELNDYAGQREVVAEEMAHRVYGELMRYAHDLKTERKMHLQEGRKAQQYLDMCWKQMDNSKKKFERECREAEKAQQSYERLDNDTNATKADVEKAKQQLNLRTHMADENKNEYAAQLQNFNGEQHKHFYVVIPQIYKQLQEMDERRTIKLSECYRGFADSERKVIPIISKCLEGMILAAKSVDERRDSQMVVDSFKSGFEPPGDFPFEDYSQHIYRTISDGTIS.... Result: 1 (interaction). (5) The miRNA is hsa-miR-1343-3p with sequence CUCCUGGGGCCCGCACUCUCGC. The protein sequence of the target gene is MEGAGGENEKKKMSSERRKEKSRDAARSRRSKESEVFYELAHQLPLPHNVSSHLDKASVMRLTISYLRVRKLLDAGGLDSEDEMKAQMDCFYLKALDGFVMVLTDDGDMVYISDNVNKYMGLTQFELTGHSVFDFTHPCDHEEMREMLTHRNGPVRKGKELNTQRSFFLRMKCTLTSRGRTMNIKSATWKVLHCTGHIHVYDTNSNQPQCGYKKPPMTCLVLICEPIPHPSNIEIPLDSKTFLSRHSLDMKFSYCDERITELMGYEPEELLGRSIYEYYHALDSDHLTKTHHDMFTKGQV.... Result: 0 (no interaction).